From a dataset of Catalyst prediction with 721,799 reactions and 888 catalyst types from USPTO. Predict which catalyst facilitates the given reaction. (1) Reactant: CS(C)=O.C(Cl)(=O)C(Cl)=O.[CH3:11][C:12]1[C:20]2[C:15](=[CH:16][C:17]([CH2:21][OH:22])=[CH:18][CH:19]=2)[N:14]([CH2:23][CH2:24][CH2:25][C:26]2[CH:31]=[CH:30][CH:29]=[CH:28][CH:27]=2)[CH:13]=1.C(N(CC)CC)C. Product: [CH3:11][C:12]1[C:20]2[C:15](=[CH:16][C:17]([CH:21]=[O:22])=[CH:18][CH:19]=2)[N:14]([CH2:23][CH2:24][CH2:25][C:26]2[CH:27]=[CH:28][CH:29]=[CH:30][CH:31]=2)[CH:13]=1. The catalyst class is: 46. (2) Reactant: S1[CH:5]=[CH:4][C:3](B(O)O)=[CH:2]1.[C:9]([O-:12])([O-])=O.[Na+].[Na+].[CH2:15](Cl)Cl.[C:18](#[N:20])[CH3:19]. Product: [CH3:15][O:12][C:9]1[CH:5]=[CH:4][CH:3]=[CH:2][C:19]=1[C:18]#[N:20]. The catalyst class is: 73. (3) Reactant: [CH3:1][CH:2]([N:4]1[C:8]2[N:9]=[C:10]([C:16]3[CH:21]=[CH:20][N:19]=[CH:18][CH:17]=3)[CH:11]=[C:12]([C:13]([OH:15])=O)[C:7]=2[CH:6]=[N:5]1)[CH3:3].[NH2:22][CH2:23][C:24]1[C:25](=[O:34])[NH:26][C:27]([CH2:31][CH2:32][CH3:33])=[CH:28][C:29]=1[CH3:30].C(O)(C(F)(F)F)=O.C1C=NC2N(O)N=NC=2C=1.C(Cl)CCl.CN1CCOCC1. Product: [CH3:1][CH:2]([N:4]1[C:8]2[N:9]=[C:10]([C:16]3[CH:17]=[CH:18][N:19]=[CH:20][CH:21]=3)[CH:11]=[C:12]([C:13]([NH:22][CH2:23][C:24]3[C:25](=[O:34])[NH:26][C:27]([CH2:31][CH2:32][CH3:33])=[CH:28][C:29]=3[CH3:30])=[O:15])[C:7]=2[CH:6]=[N:5]1)[CH3:3]. The catalyst class is: 3. (4) Reactant: [CH2:1]([N:3]1[CH2:8][CH2:7][CH:6]([C:9]2[C:10]([F:18])=[C:11]([CH:15]=[CH:16][CH:17]=2)[C:12]([NH2:14])=O)[CH2:5][CH2:4]1)[CH3:2].P(Cl)(Cl)(Cl)=O.C(=O)([O-])[O-].[Na+].[Na+].C(OCC)(=O)C. Product: [CH2:1]([N:3]1[CH2:4][CH2:5][CH:6]([C:9]2[C:10]([F:18])=[C:11]([CH:15]=[CH:16][CH:17]=2)[C:12]#[N:14])[CH2:7][CH2:8]1)[CH3:2]. The catalyst class is: 9. (5) Reactant: [OH:1][CH2:2][CH:3]1[CH2:8][CH2:7][CH:6]([C:9]([O:11][CH3:12])=[O:10])[CH2:5][CH2:4]1.C(N(CC)CC)C.[Si:20](Cl)([C:23]([CH3:26])([CH3:25])[CH3:24])([CH3:22])[CH3:21].[NH4+].[Cl-]. Product: [Si:20]([O:1][CH2:2][CH:3]1[CH2:4][CH2:5][CH:6]([C:9]([O:11][CH3:12])=[O:10])[CH2:7][CH2:8]1)([C:23]([CH3:26])([CH3:25])[CH3:24])([CH3:22])[CH3:21]. The catalyst class is: 112. (6) Reactant: [N:1]1[CH:6]=[CH:5][C:4](/[CH:7]=[N:8]/[C:9]2[CH:17]=[CH:16][CH:15]=[C:14]3[C:10]=2[CH2:11][O:12][C:13]3=[O:18])=[CH:3][CH:2]=1.[CH:19](=O)[C:20]1[CH:25]=[CH:24][CH:23]=[CH:22][CH:21]=1.[O-:27][CH2:28]C.[Na+].[CH2:31](O)C. Product: [O:27]=[C:28]1[C:10]2[C:14]([C:13]([O:12][CH2:11][CH3:31])=[O:18])=[CH:15][CH:16]=[CH:17][C:9]=2[NH:8][CH:7]([C:4]2[CH:3]=[CH:2][N:1]=[CH:6][CH:5]=2)[CH:19]1[C:20]1[CH:25]=[CH:24][CH:23]=[CH:22][CH:21]=1. The catalyst class is: 567. (7) Reactant: [O:1]=[C:2]1[N:7]([C:8]2[CH:13]=[CH:12][CH:11]=[CH:10][CH:9]=2)[CH:6]=[C:5]([C:14](Cl)=[O:15])[CH:4]=[CH:3]1.[OH:17][CH:18]1[CH:23]2[CH2:24][CH2:25][N:20]([CH2:21][CH2:22]2)[CH2:19]1. Product: [N:20]12[CH2:25][CH2:24][CH:23]([CH2:22][CH2:21]1)[CH:18]([O:17][C:14]([C:5]1[CH:4]=[CH:3][C:2](=[O:1])[N:7]([C:8]3[CH:13]=[CH:12][CH:11]=[CH:10][CH:9]=3)[CH:6]=1)=[O:15])[CH2:19]2. The catalyst class is: 17. (8) Product: [N:9]1[CH:10]=[CH:11][CH:12]=[CH:13][C:8]=1[O:7][CH2:6][C:5]1[CH:14]=[CH:15][C:2]([B:29]([OH:30])[OH:28])=[CH:3][CH:4]=1. Reactant: Br[C:2]1[CH:15]=[CH:14][C:5]([CH2:6][O:7][C:8]2[CH:13]=[CH:12][CH:11]=[CH:10][N:9]=2)=[CH:4][CH:3]=1.CCCCCC.C([Li])CCC.C[O:28][B:29](OC)[O:30]C.[Cl-].[NH4+]. The catalyst class is: 30. (9) Reactant: Cl[C:2]1[N:10]=[C:9]([CH3:11])[CH:8]=[C:7]([NH:12][CH:13]([CH2:16][CH3:17])[CH2:14][CH3:15])[C:3]=1[C:4]([OH:6])=[O:5].[CH3:18][C:19]1[CH:27]=[CH:26][CH:25]=[CH:24][C:20]=1N(C)C.[C:28](=O)([O-])[O-].[K+].[K+].C[N:35]([CH:37]=O)C. Product: [CH2:14]([CH:13]([NH:12][C:7]1[C:3]([C:4]([OH:6])=[O:5])=[C:2]([NH:35][C:37]2[C:24]([CH3:20])=[CH:25][C:26]([CH3:28])=[CH:27][C:19]=2[CH3:18])[N:10]=[C:9]([CH3:11])[CH:8]=1)[CH2:16][CH3:17])[CH3:15]. The catalyst class is: 536.